From a dataset of Full USPTO retrosynthesis dataset with 1.9M reactions from patents (1976-2016). Predict the reactants needed to synthesize the given product. (1) Given the product [C:1]([O:5][C:6]([N:8]1[CH2:13][C@@H:12]([C:14](=[O:37])[NH:15][CH2:16][C:17]2([CH2:31][CH2:32][CH2:33][CH2:34][O:35][CH3:36])[C:30]3[CH:29]=[CH:28][CH:27]=[CH:26][C:25]=3[O:24][C:23]3[C:18]2=[CH:19][CH:20]=[CH:21][CH:22]=3)[CH2:11][C@@H:10]([N:38]([C:41](=[O:43])[CH3:42])[CH2:39][CH3:40])[CH2:9]1)=[O:7])([CH3:4])([CH3:3])[CH3:2], predict the reactants needed to synthesize it. The reactants are: [C:1]([O:5][C:6]([N:8]1[CH2:13][C@@H:12]([C:14](=[O:37])[NH:15][CH2:16][C:17]2([CH2:31][CH2:32][CH2:33][CH2:34][O:35][CH3:36])[C:30]3[CH:29]=[CH:28][CH:27]=[CH:26][C:25]=3[O:24][C:23]3[C:18]2=[CH:19][CH:20]=[CH:21][CH:22]=3)[CH2:11][C@@H:10]([NH:38][CH2:39][CH3:40])[CH2:9]1)=[O:7])([CH3:4])([CH3:3])[CH3:2].[C:41](Cl)(=[O:43])[CH3:42]. (2) The reactants are: [F:1][C:2]1[C:8]([F:9])=[CH:7][C:5]([NH2:6])=[C:4]([N+:10]([O-:12])=[O:11])[CH:3]=1.CO[C:15](OC)([CH3:17])[CH3:16].FC(F)(F)C(O)=O. Given the product [F:1][C:2]1[C:8]([F:9])=[CH:7][C:5]([NH:6][CH:15]([CH3:17])[CH3:16])=[C:4]([N+:10]([O-:12])=[O:11])[CH:3]=1, predict the reactants needed to synthesize it. (3) Given the product [Cl:23][C:24]1[CH:29]=[C:28]([C:30]([F:33])([F:32])[F:31])[CH:27]=[CH:26][C:25]=1[NH:34][NH:35][C:11](=[O:12])[C:10]1[CH:14]=[CH:15][CH:16]=[C:8]([CH:7]=[C:6]2[S:5][C:4]([N:17]3[CH2:22][CH2:21][S:20][CH2:19][CH2:18]3)=[N:3][C:2]2=[O:1])[CH:9]=1, predict the reactants needed to synthesize it. The reactants are: [O:1]=[C:2]1[C:6](=[CH:7][C:8]2[CH:9]=[C:10]([CH:14]=[CH:15][CH:16]=2)[C:11](O)=[O:12])[S:5][C:4]([N:17]2[CH2:22][CH2:21][S:20][CH2:19][CH2:18]2)=[N:3]1.[Cl:23][C:24]1[CH:29]=[C:28]([C:30]([F:33])([F:32])[F:31])[CH:27]=[CH:26][C:25]=1[NH:34][NH2:35].CN(C(ON1N=NC2C=CC=CC1=2)=[N+](C)C)C.[B-](F)(F)(F)F.C1C=CC2N(O)N=NC=2C=1.C(N(C(C)C)CC)(C)C. (4) The reactants are: [F:1][C:2]1[CH:7]=[CH:6][C:5]([C:8]2[N:9]=[C:10]([SH:23])[NH:11][C:12]=2[C:13]2[CH:18]=[CH:17][C:16]([S:19]([CH3:22])(=[O:21])=[O:20])=[CH:15][CH:14]=2)=[CH:4][CH:3]=1.Cl.Cl[CH2:26][C:27]1[CH:36]=[CH:35][C:34]2[C:29](=[CH:30][CH:31]=[CH:32][CH:33]=2)[N:28]=1.C(N(CC)CC)C.O. Given the product [F:1][C:2]1[CH:3]=[CH:4][C:5]([C:8]2[N:9]=[C:10]([S:23][CH2:26][C:27]3[CH:36]=[CH:35][C:34]4[C:29](=[CH:30][CH:31]=[CH:32][CH:33]=4)[N:28]=3)[NH:11][C:12]=2[C:13]2[CH:18]=[CH:17][C:16]([S:19]([CH3:22])(=[O:20])=[O:21])=[CH:15][CH:14]=2)=[CH:6][CH:7]=1, predict the reactants needed to synthesize it. (5) Given the product [CH2:5]([C@H:2]([NH:1][C:15]1[C:14]2[C:13](=[O:23])[C:12]3[C:21](=[CH:8][CH:9]=[CH:10][CH:11]=3)[C:20](=[O:22])[C:19]=2[CH:18]=[CH:17][CH:16]=1)[CH2:3][OH:4])[CH3:6], predict the reactants needed to synthesize it. The reactants are: [NH2:1][C@@H:2]([CH2:5][CH3:6])[CH2:3][OH:4].Cl[C:8]1[C:21]2[C:20](=[O:22])[C:19]3[C:14](=[CH:15][CH:16]=[CH:17][CH:18]=3)[C:13](=[O:23])[C:12]=2[CH:11]=[CH:10][CH:9]=1. (6) The reactants are: [OH:1][C:2]1[CH:7]=[CH:6][C:5]([C:8](=[O:12])[CH2:9][CH2:10][CH3:11])=[CH:4][CH:3]=1.Br[CH2:14][C:15]([O:17][CH2:18][CH3:19])=[O:16]. Given the product [C:8]([C:5]1[CH:4]=[CH:3][C:2]([O:1][CH2:14][C:15]([O:17][CH2:18][CH3:19])=[O:16])=[CH:7][CH:6]=1)(=[O:12])[CH2:9][CH2:10][CH3:11], predict the reactants needed to synthesize it.